Dataset: Forward reaction prediction with 1.9M reactions from USPTO patents (1976-2016). Task: Predict the product of the given reaction. (1) Given the reactants [Br:1][C:2]1[CH:7]=[CH:6][C:5]([C:8]2([NH2:11])[CH2:10][CH2:9]2)=[CH:4][CH:3]=1.[C:12](O[C:12]([O:14][C:15]([CH3:18])([CH3:17])[CH3:16])=[O:13])([O:14][C:15]([CH3:18])([CH3:17])[CH3:16])=[O:13], predict the reaction product. The product is: [C:15]([O:14][C:12](=[O:13])[NH:11][C:8]1([C:5]2[CH:4]=[CH:3][C:2]([Br:1])=[CH:7][CH:6]=2)[CH2:9][CH2:10]1)([CH3:18])([CH3:17])[CH3:16]. (2) Given the reactants [CH:1]1([N:7]=[C:8]=[O:9])[CH2:6][CH2:5][CH2:4][CH2:3][CH2:2]1.Cl.[Cl:11][CH2:12][C:13]1[N:14]([CH2:27][CH2:28][CH2:29][CH2:30][NH2:31])[C:15]2[C:20]([CH3:21])=[C:19]([CH3:22])[N:18]3[N:23]=[N:24][N:25]=[C:17]3[C:16]=2[N:26]=1.ClCCl, predict the reaction product. The product is: [Cl:11][CH2:12][C:13]1[N:14]([CH2:27][CH2:28][CH2:29][CH2:30][NH:31][C:8]([NH:7][CH:1]2[CH2:6][CH2:5][CH2:4][CH2:3][CH2:2]2)=[O:9])[C:15]2[C:20]([CH3:21])=[C:19]([CH3:22])[N:18]3[N:23]=[N:24][N:25]=[C:17]3[C:16]=2[N:26]=1. (3) Given the reactants [CH3:1][O:2][C:3]1[CH:8]=[CH:7][C:6]([C:9]([C:36]2[CH:41]=[CH:40][C:39]([O:42][CH3:43])=[CH:38][CH:37]=2)([C:30]2[CH:35]=[CH:34][CH:33]=[CH:32][CH:31]=2)[NH:10][C:11]2[O:12][C@H:13]([C:26]([F:29])([F:28])[F:27])[CH2:14][C@:15]([C:18]3[CH:23]=[C:22](I)[CH:21]=[CH:20][C:19]=3[F:25])([CH3:17])[N:16]=2)=[CH:5][CH:4]=1.[Cl:44][C:45]1[CH:46]=[N:47][C:48]([C:51]#[C:52][Si](C)(C)C)=[N:49][CH:50]=1, predict the reaction product. The product is: [CH3:1][O:2][C:3]1[CH:8]=[CH:7][C:6]([C:9]([C:36]2[CH:41]=[CH:40][C:39]([O:42][CH3:43])=[CH:38][CH:37]=2)([C:30]2[CH:35]=[CH:34][CH:33]=[CH:32][CH:31]=2)[NH:10][C:11]2[O:12][C@H:13]([C:26]([F:29])([F:28])[F:27])[CH2:14][C@:15]([C:18]3[CH:23]=[C:22]([C:52]#[C:51][C:48]4[N:49]=[CH:50][C:45]([Cl:44])=[CH:46][N:47]=4)[CH:21]=[CH:20][C:19]=3[F:25])([CH3:17])[N:16]=2)=[CH:5][CH:4]=1. (4) Given the reactants [F:1][C:2]1[CH:3]=[C:4]([C:9]2([C:21]3[CH:26]=[C:25]([F:27])[CH:24]=[C:23]([F:28])[CH:22]=3)[O:13][C:12]3[CH:14]=[CH:15][C:16]([C:18]([OH:20])=O)=[CH:17][C:11]=3[O:10]2)[CH:5]=[C:6]([F:8])[CH:7]=1.[NH:29]1[CH2:34][CH2:33][O:32][CH2:31][CH2:30]1, predict the reaction product. The product is: [F:1][C:2]1[CH:3]=[C:4]([C:9]2([C:21]3[CH:26]=[C:25]([F:27])[CH:24]=[C:23]([F:28])[CH:22]=3)[O:13][C:12]3[CH:14]=[CH:15][C:16]([C:18]([N:29]4[CH2:34][CH2:33][O:32][CH2:31][CH2:30]4)=[O:20])=[CH:17][C:11]=3[O:10]2)[CH:5]=[C:6]([F:8])[CH:7]=1. (5) Given the reactants [Cl:1][C:2]1[CH:3]=[C:4]([C:9]2([C:26]([F:29])([F:28])[F:27])[CH2:13][CH2:12][N:11]([C:14]3[S:15][C:16]4[C:22]([C:23](O)=[O:24])=[CH:21][CH:20]=[CH:19][C:17]=4[N:18]=3)[CH2:10]2)[CH:5]=[C:6]([Cl:8])[CH:7]=1.S(Cl)([Cl:32])=O, predict the reaction product. The product is: [Cl:8][C:6]1[CH:5]=[C:4]([C:9]2([C:26]([F:28])([F:29])[F:27])[CH2:13][CH2:12][N:11]([C:14]3[S:15][C:16]4[C:22]([C:23]([Cl:32])=[O:24])=[CH:21][CH:20]=[CH:19][C:17]=4[N:18]=3)[CH2:10]2)[CH:3]=[C:2]([Cl:1])[CH:7]=1. (6) Given the reactants C(Cl)CCl.[S:5]([CH:9]1[CH2:14][CH2:13][N:12](C(OC(C)(C)C)=O)[CH2:11][CH2:10]1)(=[O:8])(=[O:7])[NH2:6].[Cl:22][C:23]1[CH:31]=[C:30]2[C:26]([C:27]([CH2:35][CH2:36][CH2:37][O:38][C:39]3[CH:44]=[C:43]([CH3:45])[C:42]([Cl:46])=[C:41]([CH3:47])[CH:40]=3)=[C:28]([C:32](O)=[O:33])[NH:29]2)=[CH:25][CH:24]=1, predict the reaction product. The product is: [Cl:22][C:23]1[CH:31]=[C:30]2[C:26]([C:27]([CH2:35][CH2:36][CH2:37][O:38][C:39]3[CH:40]=[C:41]([CH3:47])[C:42]([Cl:46])=[C:43]([CH3:45])[CH:44]=3)=[C:28]([C:32]([NH:6][S:5]([CH:9]3[CH2:10][CH2:11][NH:12][CH2:13][CH2:14]3)(=[O:7])=[O:8])=[O:33])[NH:29]2)=[CH:25][CH:24]=1. (7) Given the reactants [C:1](=O)=O.CC(C)=O.C([Li])CCC.CCCCCC.[CH2:19]([C@@H:26]1[C@@H:34]([O:35][CH2:36][CH2:37][C:38](=O)[CH3:39])[C@H:33]([CH3:41])[O:32][C:31](=[O:42])[C@@H:30]([NH:43][C:44](=[O:50])[O:45][C:46]([CH3:49])([CH3:48])[CH3:47])[CH2:29][O:28][CH2:27]1)[C:20]1[CH:25]=[CH:24][CH:23]=[CH:22][CH:21]=1, predict the reaction product. The product is: [CH2:19]([C@@H:26]1[C@@H:34]([O:35][CH2:36][CH2:37][C:38]([CH3:1])=[CH2:39])[C@H:33]([CH3:41])[O:32][C:31](=[O:42])[C@@H:30]([NH:43][C:44](=[O:50])[O:45][C:46]([CH3:47])([CH3:49])[CH3:48])[CH2:29][O:28][CH2:27]1)[C:20]1[CH:21]=[CH:22][CH:23]=[CH:24][CH:25]=1.